Dataset: Full USPTO retrosynthesis dataset with 1.9M reactions from patents (1976-2016). Task: Predict the reactants needed to synthesize the given product. (1) The reactants are: [F:1][C:2]1[CH:3]=[C:4]([C:9]2[CH:18]=[CH:17][C:16]3[C:11](=[CH:12][CH:13]=[CH:14][CH:15]=3)[CH:10]=2)[CH:5]=[CH:6][C:7]=1I.[Cl:19][C:20]1[CH:25]=[CH:24][C:23](OB(O)O)=[CH:22][C:21]=1[F:30].C(=O)([O-])[O-].[K+].[K+].C1(P(C2C=CC=CC=2)C2C=CC=CC=2)C=CC=CC=1. Given the product [Cl:19][C:20]1[CH:25]=[CH:24][C:23]([C:7]2[CH:6]=[CH:5][C:4]([C:9]3[CH:18]=[CH:17][C:16]4[C:11](=[CH:12][CH:13]=[CH:14][CH:15]=4)[CH:10]=3)=[CH:3][C:2]=2[F:1])=[CH:22][C:21]=1[F:30], predict the reactants needed to synthesize it. (2) The reactants are: [N+:1]([C:4]1[CH:9]=[CH:8][CH:7]=[CH:6][C:5]=1[S:10][C:11]1[CH:19]=[CH:18][CH:17]=[CH:16][C:12]=1[C:13]([OH:15])=[O:14])([O-])=O. Given the product [NH2:1][C:4]1[CH:9]=[CH:8][CH:7]=[CH:6][C:5]=1[S:10][C:11]1[CH:19]=[CH:18][CH:17]=[CH:16][C:12]=1[C:13]([OH:15])=[O:14], predict the reactants needed to synthesize it. (3) Given the product [Cl:1][C:2]1[CH:3]=[C:4]([CH:23]=[C:24]([O:26][CH2:29][C:30]2[N:31]([CH3:35])[CH:32]=[CH:33][N:34]=2)[CH:25]=1)[C:5]([NH:7][CH2:8][C:9]1[CH:14]=[CH:13][C:12]([C:15]#[N:16])=[CH:11][C:10]=1[O:17][CH2:18][C:19](=[O:22])[NH:20][CH3:21])=[O:6], predict the reactants needed to synthesize it. The reactants are: [Cl:1][C:2]1[CH:3]=[C:4]([CH:23]=[C:24]([OH:26])[CH:25]=1)[C:5]([NH:7][CH2:8][C:9]1[CH:14]=[CH:13][C:12]([C:15]#[N:16])=[CH:11][C:10]=1[O:17][CH2:18][C:19](=[O:22])[NH:20][CH3:21])=[O:6].Cl.Cl[CH2:29][C:30]1[N:31]([CH3:35])[CH:32]=[CH:33][N:34]=1. (4) Given the product [Br:14][CH2:15][C:16]1[CH:21]=[CH:20][C:19]([CH2:22][N:8]([C:6]2[CH:5]=[CH:4][N:3]=[C:2]([Cl:1])[N:7]=2)[CH2:9][C:10]([CH3:13])([CH3:12])[CH3:11])=[CH:18][CH:17]=1, predict the reactants needed to synthesize it. The reactants are: [Cl:1][C:2]1[N:7]=[C:6]([NH:8][CH2:9][C:10]([CH3:13])([CH3:12])[CH3:11])[CH:5]=[CH:4][N:3]=1.[Br:14][CH2:15][C:16]1[CH:21]=[CH:20][C:19]([CH2:22]Br)=[CH:18][CH:17]=1.[H-].[Na+].O. (5) Given the product [N:1]1[CH:2]=[N:3][N:4]2[CH:9]=[C:8]([C:10]3[N:1]=[C:5]([CH2:29][C:28]4[CH:31]=[C:11]([CH:10]=[CH:8][CH:30]=4)[C:13]#[N:14])[NH:4][C:11]=3[C:13]3[CH:18]=[CH:17][CH:16]=[C:15]([CH3:19])[N:14]=3)[CH:7]=[CH:6][C:5]=12, predict the reactants needed to synthesize it. The reactants are: [N:1]1[CH:2]=[N:3][N:4]2[CH:9]=[C:8]([C:10](=O)[C:11]([C:13]3[CH:18]=[CH:17][CH:16]=[C:15]([CH3:19])[N:14]=3)=O)[CH:7]=[CH:6][C:5]=12.C([O-])(O)=O.[Na+].CO[C:28]([CH3:31])([CH3:30])[CH3:29]. (6) Given the product [Cl:1][C:2]1[CH:3]=[C:4]([CH:19]=[CH:20][C:21]=1[Cl:22])[O:5][CH2:6][C:7]1[CH:8]=[C:9]([NH2:16])[CH:10]=[C:11]([NH2:13])[CH:12]=1, predict the reactants needed to synthesize it. The reactants are: [Cl:1][C:2]1[CH:3]=[C:4]([CH:19]=[CH:20][C:21]=1[Cl:22])[O:5][CH2:6][C:7]1[CH:8]=[C:9]([N+:16]([O-])=O)[CH:10]=[C:11]([N+:13]([O-])=O)[CH:12]=1.O.NN. (7) Given the product [CH2:32]([N:31]([CH2:35][CH3:36])[C:26]1[N:25]=[C:24]([C:22]2[O:21][N:20]=[C:19]([C:17]3[CH:16]=[C:15]([CH3:34])[C:4]([O:5][CH2:6][C@@H:7]([OH:14])[CH2:8][NH:9][C:10](=[O:13])[CH2:11][OH:12])=[C:3]([CH2:1][CH3:2])[CH:18]=3)[N:23]=2)[CH:29]=[C:28]([CH3:30])[N:27]=1)[CH3:33], predict the reactants needed to synthesize it. The reactants are: [CH2:1]([C:3]1[CH:18]=[C:17]([C:19]2[N:23]=[C:22]([C:24]3[CH:29]=[C:28]([CH3:30])[N:27]=[C:26]([NH:31][CH2:32][CH3:33])[N:25]=3)[O:21][N:20]=2)[CH:16]=[C:15]([CH3:34])[C:4]=1[O:5][CH2:6][C@@H:7]([OH:14])[CH2:8][NH:9][C:10](=[O:13])[CH2:11][OH:12])[CH3:2].[CH2:35](N(CC)C1N=C(C(O)=O)C=C(C)N=1)[CH3:36]. (8) Given the product [CH2:25]([N:19]1[CH2:20][CH2:21][C:15]2[CH:14]=[C:13]([S:10]([N:1]3[C:9]4[C:4](=[CH:5][CH:6]=[CH:7][CH:8]=4)[CH:3]=[CH:2]3)(=[O:11])=[O:12])[CH:23]=[CH:22][C:16]=2[CH2:17][CH2:18]1)[CH3:26], predict the reactants needed to synthesize it. The reactants are: [N:1]1([S:10]([C:13]2[CH:23]=[CH:22][C:16]3[CH2:17][CH2:18][NH:19][CH2:20][CH2:21][C:15]=3[CH:14]=2)(=[O:12])=[O:11])[C:9]2[C:4](=[CH:5][CH:6]=[CH:7][CH:8]=2)[CH:3]=[CH:2]1.I[CH2:25][CH3:26]. (9) Given the product [CH2:1]([N:6]1[C:10](=[O:11])[CH:9]([CH:12]([CH3:16])[C:13]([N:30]2[CH2:31][CH2:32][CH:33]([N:36]3[CH2:45][C:44]4[C:39](=[CH:40][CH:41]=[CH:42][CH:43]=4)[NH:38][C:37]3=[O:46])[CH2:34][CH2:35]2)=[O:14])[S:8][CH:7]1[C:17]1[CH:22]=[CH:21][CH:20]=[CH:19][CH:18]=1)[CH2:2][CH:3]([CH3:5])[CH3:4], predict the reactants needed to synthesize it. The reactants are: [CH2:1]([N:6]1[C:10](=[O:11])[CH:9]([CH:12]([CH3:16])[C:13](O)=[O:14])[S:8][CH:7]1[C:17]1[CH:22]=[CH:21][CH:20]=[CH:19][CH:18]=1)[CH2:2][CH:3]([CH3:5])[CH3:4].OC(C(F)(F)F)=O.[NH:30]1[CH2:35][CH2:34][CH:33]([N:36]2[CH2:45][C:44]3[C:39](=[CH:40][CH:41]=[CH:42][CH:43]=3)[NH:38][C:37]2=[O:46])[CH2:32][CH2:31]1.CCN(C(C)C)C(C)C.CN(C(ON1N=NC2C=CC=NC1=2)=[N+](C)C)C.F[P-](F)(F)(F)(F)F.